This data is from hERG Central: cardiac toxicity at 1µM, 10µM, and general inhibition. The task is: Predict hERG channel inhibition at various concentrations. The drug is OCCCNc1nc(-c2ccc(Cl)cc2)nc2ccccc12. Results: hERG_inhib (hERG inhibition (general)): blocker.